From a dataset of Peptide-MHC class II binding affinity with 134,281 pairs from IEDB. Regression. Given a peptide amino acid sequence and an MHC pseudo amino acid sequence, predict their binding affinity value. This is MHC class II binding data. (1) The peptide sequence is ELGEWVFSAIKSPQA. The MHC is DRB1_0101 with pseudo-sequence DRB1_0101. The binding affinity (normalized) is 0.981. (2) The peptide sequence is DLPTHENHGLKTRQE. The MHC is HLA-DQA10501-DQB10302 with pseudo-sequence HLA-DQA10501-DQB10302. The binding affinity (normalized) is 0. (3) The peptide sequence is KSTNGLRIKSYEDAK. The MHC is DRB4_0101 with pseudo-sequence DRB4_0103. The binding affinity (normalized) is 0.263.